This data is from Catalyst prediction with 721,799 reactions and 888 catalyst types from USPTO. The task is: Predict which catalyst facilitates the given reaction. Reactant: [F:1][C:2]1[CH:3]=[CH:4][C:5]([NH2:11])=[N:6][C:7]=1[C:8]([CH3:10])=[CH2:9].[H][H]. Product: [F:1][C:2]1[CH:3]=[CH:4][C:5]([NH2:11])=[N:6][C:7]=1[CH:8]([CH3:9])[CH3:10]. The catalyst class is: 19.